The task is: Predict the reaction yield, written as a fraction of the theoretical maximum amount of product (1.0 means a 100% yield; for example, 0.34 means a 34% yield).. This data is from Reaction yield outcomes from USPTO patents with 853,638 reactions. (1) The reactants are [O:1]=[C:2]1[C:7]([CH2:8][C:9]2[CH:14]=[CH:13][C:12]([C:15]3[C:16]([C:21]#[N:22])=[CH:17][CH:18]=[CH:19][CH:20]=3)=[CH:11][CH:10]=2)=[C:6]([CH2:23][CH2:24][CH3:25])[N:5]2[N:26]=[CH:27][N:28]=[C:4]2[NH:3]1.[CH:29]([O:32][C:33]1[CH:38]=[CH:37][C:36](OB(O)O)=[CH:35][CH:34]=1)([CH3:31])[CH3:30].N1C=CC=CC=1.C(N(CC)CC)C. The catalyst is C([O-])(=O)C.[Cu+2].C([O-])(=O)C.C(OCC)(=O)C.O1CCCC1. The product is [CH3:30][CH:29]([O:32][C:33]1[CH:38]=[CH:37][C:36]([N:3]2[C:2](=[O:1])[C:7]([CH2:8][C:9]3[CH:10]=[CH:11][C:12]([C:15]4[C:16]([C:21]#[N:22])=[CH:17][CH:18]=[CH:19][CH:20]=4)=[CH:13][CH:14]=3)=[C:6]([CH2:23][CH2:24][CH3:25])[N:5]3[N:26]=[CH:27][N:28]=[C:4]23)=[CH:35][CH:34]=1)[CH3:31]. The yield is 0.800. (2) The reactants are [CH2:1]([O:8][C:9]1[CH:10]=[CH:11][C:12]([O:16][CH3:17])=[C:13]([CH:15]=1)[NH2:14])[C:2]1[CH:7]=[CH:6][CH:5]=[CH:4][CH:3]=1.CCN(C(C)C)C(C)C.[C:27](OC(=O)C)(=[O:29])[CH3:28]. The catalyst is C(Cl)(Cl)Cl. The product is [CH2:1]([O:8][C:9]1[CH:10]=[CH:11][C:12]([O:16][CH3:17])=[C:13]([NH:14][C:27](=[O:29])[CH3:28])[CH:15]=1)[C:2]1[CH:3]=[CH:4][CH:5]=[CH:6][CH:7]=1. The yield is 0.990. (3) The catalyst is CN(C)C=O.C(OCC)(=O)C. The product is [Cl:1][C:2]1[CH:10]=[CH:9][CH:8]=[C:7]2[C:3]=1[C:4](=[O:22])[C:5](=[O:21])[N:6]2[CH:11]([CH2:15][CH:16]1[CH2:17][CH2:18][CH2:19][CH2:20]1)[C:12]([NH:29][C:24]1[CH:25]=[CH:26][CH:27]=[CH:28][N:23]=1)=[O:14]. The reactants are [Cl:1][C:2]1[CH:10]=[CH:9][CH:8]=[C:7]2[C:3]=1[C:4](=[O:22])[C:5](=[O:21])[N:6]2[CH:11]([CH2:15][CH:16]1[CH2:20][CH2:19][CH2:18][CH2:17]1)[C:12]([OH:14])=O.[N:23]1[CH:28]=[CH:27][CH:26]=[CH:25][C:24]=1[NH2:29].C(N(CC)C(C)C)(C)C.F[P-](F)(F)(F)(F)F.N1(O[P+](N(C)C)(N(C)C)N(C)C)C2C=CC=CC=2N=N1. The yield is 0.270. (4) The reactants are [C:1]([N:4]1[C:12]2[C:7](=[CH:8][CH:9]=[C:10]([S:13](O)(=[O:15])=[O:14])[CH:11]=2)[C:6]([CH3:18])([CH3:17])[CH2:5]1)(=[O:3])[CH3:2].O=P(Cl)(Cl)[Cl:21]. The catalyst is CC#N. The product is [C:1]([N:4]1[C:12]2[C:7](=[CH:8][CH:9]=[C:10]([S:13]([Cl:21])(=[O:15])=[O:14])[CH:11]=2)[C:6]([CH3:18])([CH3:17])[CH2:5]1)(=[O:3])[CH3:2]. The yield is 0.640. (5) The yield is 0.500. The reactants are [OH:1][C:2]1[CH:7]=[CH:6][C:5]([S:8][CH2:9][CH2:10][CH2:11][C:12]([OH:14])=O)=[CH:4][CH:3]=1.[CH2:15]([C:22]1[CH:30]=[CH:29][CH:28]=[CH:27][C:23]=1[CH2:24][NH:25][CH3:26])[C:16]1[CH:21]=[CH:20][CH:19]=[CH:18][CH:17]=1. No catalyst specified. The product is [OH:1][C:2]1[CH:3]=[CH:4][C:5]([S:8][CH2:9][CH2:10][CH2:11][C:12]([N:25]([CH3:26])[CH2:24][C:23]2[CH:27]=[CH:28][CH:29]=[CH:30][C:22]=2[CH2:15][C:16]2[CH:21]=[CH:20][CH:19]=[CH:18][CH:17]=2)=[O:14])=[CH:6][CH:7]=1. (6) The reactants are [Cl:1][C:2]1[CH:3]=[CH:4][C:5]([O:26][CH3:27])=[C:6]([CH:25]=1)[C:7](/[N:9]=[C:10]1\[S:11][C:12]2[C:22]([CH3:24])([CH3:23])[O:21][CH2:20][CH2:19][C:13]=2[N:14]\1[CH2:15][CH:16]([CH3:18])[CH3:17])=O.COC1C=CC(P2(SP(C3C=CC(OC)=CC=3)(=S)S2)=[S:37])=CC=1. The product is [Cl:1][C:2]1[CH:3]=[CH:4][C:5]([O:26][CH3:27])=[C:6]([CH:25]=1)[C:7](=[S:37])/[N:9]=[C:10]1\[S:11][C:12]2[C:22]([CH3:24])([CH3:23])[O:21][CH2:20][CH2:19][C:13]=2[N:14]\1[CH2:15][CH:16]([CH3:18])[CH3:17]. The catalyst is C1(C)C=CC=CC=1. The yield is 0.700. (7) The reactants are [ClH:1].C[O:3][C:4](=[O:35])[C@H:5]([CH2:31][CH2:32][S:33][CH3:34])[NH:6][C:7](=[O:30])[C:8]1[CH:13]=[CH:12][C:11]([C:14](=[O:23])[C@H:15]([CH2:17][C:18]2[N:22]=[CH:21][NH:20][CH:19]=2)[NH2:16])=[CH:10][C:9]=1[C:24]1[CH:29]=[CH:28][CH:27]=[CH:26][CH:25]=1.O[Li].O.Cl. The catalyst is C1COCC1.O. The product is [ClH:1].[NH2:16][C@H:15]([C:14]([C:11]1[CH:12]=[CH:13][C:8]([C:7]([NH:6][C@H:5]([C:4]([OH:35])=[O:3])[CH2:31][CH2:32][S:33][CH3:34])=[O:30])=[C:9]([C:24]2[CH:25]=[CH:26][CH:27]=[CH:28][CH:29]=2)[CH:10]=1)=[O:23])[CH2:17][C:18]1[N:22]=[CH:21][NH:20][CH:19]=1. The yield is 0.320. (8) The reactants are [OH:1][C:2]1[CH:3]=[CH:4][C:5]([N+:10]([O-:12])=[O:11])=[C:6]([CH:9]=1)[CH:7]=[O:8].C(N(CC)C(C)C)(C)C.[CH3:22][O:23][CH2:24]Cl. The catalyst is ClCCl.CN(C)C1C=CN=CC=1.C(OCC)(=O)C.CCCCCC. The product is [CH3:22][O:23][CH2:24][O:1][C:2]1[CH:3]=[CH:4][C:5]([N+:10]([O-:12])=[O:11])=[C:6]([CH:9]=1)[CH:7]=[O:8]. The yield is 0.980. (9) The reactants are [CH3:1][NH:2][C@H:3]([C:11](O)=[O:12])[CH2:4][C:5]1[CH:10]=[CH:9][CH:8]=[CH:7][CH:6]=1.[H-].[Al+3].[Li+].[H-].[H-].[H-].[OH-].[Na+]. The catalyst is C1COCC1. The product is [CH3:1][NH:2][C@@H:3]([CH2:4][C:5]1[CH:10]=[CH:9][CH:8]=[CH:7][CH:6]=1)[CH2:11][OH:12]. The yield is 0.960. (10) The reactants are [CH3:1][O:2][C:3](=[O:32])[C:4]1[CH:9]=[C:8]([O:10][CH:11]([CH3:13])[CH3:12])[CH:7]=[C:6]([C:14](=O)[C:15]2[CH:20]=[CH:19][C:18]([P:21]([O:27][CH:28]([CH3:30])[CH3:29])([O:23][CH:24]([CH3:26])[CH3:25])=[O:22])=[CH:17][CH:16]=2)[CH:5]=1.[BH4-].[Na+]. The catalyst is CO. The product is [CH3:1][O:2][C:3](=[O:32])[C:4]1[CH:9]=[C:8]([O:10][CH:11]([CH3:12])[CH3:13])[CH:7]=[C:6]([CH2:14][C:15]2[CH:20]=[CH:19][C:18]([P:21]([O:23][CH:24]([CH3:26])[CH3:25])([O:27][CH:28]([CH3:29])[CH3:30])=[O:22])=[CH:17][CH:16]=2)[CH:5]=1. The yield is 1.00.